From a dataset of Reaction yield outcomes from USPTO patents with 853,638 reactions. Predict the reaction yield, written as a fraction of the theoretical maximum amount of product (1.0 means a 100% yield; for example, 0.34 means a 34% yield). (1) The reactants are [CH2:1]([N:3]1[C:11]2[C:6](=[CH:7][CH:8]=[C:9]([O:12][CH3:13])[CH:10]=2)[C:5]([C:14](=[O:19])C(F)(F)F)=[C:4]1[CH3:20])[CH3:2].[OH-:21].[K+].Cl. The catalyst is C(O)C.O. The product is [CH2:1]([N:3]1[C:11]2[C:6](=[CH:7][CH:8]=[C:9]([O:12][CH3:13])[CH:10]=2)[C:5]([C:14]([OH:19])=[O:21])=[C:4]1[CH3:20])[CH3:2]. The yield is 0.740. (2) The reactants are [Cl:1][C:2]1[C:7]([C@H:8]2[CH2:12][CH2:11][CH2:10][N:9]2C(OC(C)(C)C)=O)=[CH:6][C:5]([F:20])=[CH:4][N:3]=1.[ClH:21]. The catalyst is O1CCOCC1. The product is [ClH:1].[ClH:21].[Cl:1][C:2]1[C:7]([C@H:8]2[CH2:12][CH2:11][CH2:10][NH:9]2)=[CH:6][C:5]([F:20])=[CH:4][N:3]=1. The yield is 0.800. (3) The reactants are [N:1]1([CH2:8][CH2:9][O:10][C:11]2[CH:16]=[CH:15][C:14]([C:17]([C:19]3[C:28]4[C:23](=[CH:24][C:25]([OH:29])=[CH:26][CH:27]=4)[CH:22]=[CH:21][C:20]=3[C:30]3[C:35]([F:36])=[CH:34][CH:33]=[CH:32][C:31]=3F)=[O:18])=[CH:13][CH:12]=2)[CH2:7][CH2:6][CH2:5][CH2:4][CH2:3][CH2:2]1.C([BH-](CC)CC)C.[Li+].C(=O)(O)[O-].[Na+].C(Cl)(Cl)Cl.C(O)(C)C. The catalyst is O1CCOCC1.C1COCC1. The product is [N:1]1([CH2:8][CH2:9][O:10][C:11]2[CH:12]=[CH:13][C:14]([CH:17]3[O:18][C:31]4[C:30](=[C:35]([F:36])[CH:34]=[CH:33][CH:32]=4)[C:20]4[C:19]3=[C:28]3[C:23](=[CH:22][CH:21]=4)[CH:24]=[C:25]([OH:29])[CH:26]=[CH:27]3)=[CH:15][CH:16]=2)[CH2:7][CH2:6][CH2:5][CH2:4][CH2:3][CH2:2]1. The yield is 0.680. (4) The reactants are [C:1]([C:4]1[CH:12]=[CH:11][C:7]([C:8]([OH:10])=[O:9])=[CH:6][N:5]=1)#[C:2][CH3:3].C(N(CC)CC)C. The catalyst is CCO.[Pd]. The product is [CH2:1]([C:4]1[CH:12]=[CH:11][C:7]([C:8]([OH:10])=[O:9])=[CH:6][N:5]=1)[CH2:2][CH3:3]. The yield is 1.00.